Dataset: Forward reaction prediction with 1.9M reactions from USPTO patents (1976-2016). Task: Predict the product of the given reaction. (1) Given the reactants [N:1]1[CH:6]=[CH:5][CH:4]=[C:3](B(O)O)[CH:2]=1.[Cl:10][C:11]1[CH:12]=[C:13]2[C:17](=[CH:18][CH:19]=1)[NH:16][CH:15]=[C:14]2[CH2:20][CH2:21][NH:22][C:23](=[O:32])[C:24]1[CH:29]=[CH:28][C:27]([CH2:30]Cl)=[CH:26][CH:25]=1.ClCCl.[I-].[Na+].C(=O)([O-])[O-].[Na+].[Na+], predict the reaction product. The product is: [Cl:10][C:11]1[CH:12]=[C:13]2[C:17](=[CH:18][CH:19]=1)[NH:16][CH:15]=[C:14]2[CH2:20][CH2:21][NH:22][C:23](=[O:32])[C:24]1[CH:29]=[CH:28][C:27]([CH2:30][C:3]2[CH:2]=[N:1][CH:6]=[CH:5][CH:4]=2)=[CH:26][CH:25]=1. (2) The product is: [CH3:25][N:26]([CH3:31])[CH2:27][CH2:28][N:29]([CH3:30])[CH2:2][CH2:3][N:4]1[C:12]2[C:7](=[CH:8][C:9]([O:13][CH3:14])=[CH:10][CH:11]=2)[C:6]([CH:15]=[O:16])=[C:5]1[C:17]1[C:18]([CH3:24])=[N:19][N:20]([CH3:23])[C:21]=1[CH3:22]. Given the reactants Cl[CH2:2][CH2:3][N:4]1[C:12]2[C:7](=[CH:8][C:9]([O:13][CH3:14])=[CH:10][CH:11]=2)[C:6]([CH:15]=[O:16])=[C:5]1[C:17]1[C:18]([CH3:24])=[N:19][N:20]([CH3:23])[C:21]=1[CH3:22].[CH3:25][N:26]([CH3:31])[CH2:27][CH2:28][NH:29][CH3:30].Cl, predict the reaction product. (3) Given the reactants [CH:1]1([OH:6])[CH2:5][CH2:4][CH2:3][CH2:2]1.[H-].[Na+].Cl[C:10]1[CH:19]=[CH:18][C:17]2[C:12](=[C:13]([C:20]3[NH:28][C:27]4[CH2:26][CH2:25][NH:24][C:23](=[O:29])[C:22]=4[CH:21]=3)[CH:14]=[CH:15][CH:16]=2)[N:11]=1.CCOC(C)=O, predict the reaction product. The product is: [CH:1]1([O:6][C:10]2[CH:19]=[CH:18][C:17]3[C:12](=[C:13]([C:20]4[NH:28][C:27]5[CH2:26][CH2:25][NH:24][C:23](=[O:29])[C:22]=5[CH:21]=4)[CH:14]=[CH:15][CH:16]=3)[N:11]=2)[CH2:5][CH2:4][CH2:3][CH2:2]1. (4) Given the reactants C(O[C:4](=[O:30])[CH:5]([F:29])[C:6]([C:8]1[N:20]([CH2:21][C:22]2[CH:27]=[CH:26][C:25]([F:28])=[CH:24][CH:23]=2)[C:11]2=[N:12][CH:13]=[C:14]([S:16]([CH3:19])(=[O:18])=[O:17])[CH:15]=[C:10]2[CH:9]=1)=O)C.C(O)(=O)C.[CH:35]([NH2:37])=[NH:36].CO.C[O-].[Na+], predict the reaction product. The product is: [F:29][C:5]1[C:4](=[O:30])[NH:37][CH:35]=[N:36][C:6]=1[C:8]1[N:20]([CH2:21][C:22]2[CH:27]=[CH:26][C:25]([F:28])=[CH:24][CH:23]=2)[C:11]2=[N:12][CH:13]=[C:14]([S:16]([CH3:19])(=[O:18])=[O:17])[CH:15]=[C:10]2[CH:9]=1. (5) Given the reactants [OH-].[K+].[CH2:3]([NH:5][C:6]1[C:11]([CH:12]=O)=[C:10]([CH3:14])[N:9]=[C:8]([S:15][CH3:16])[N:7]=1)[CH3:4].[NH:17]1[C:21]([CH2:22][C:23]#[N:24])=[CH:20][N:19]=[CH:18]1, predict the reaction product. The product is: [CH2:3]([N:5]1[C:6]2[N:7]=[C:8]([S:15][CH3:16])[N:9]=[C:10]([CH3:14])[C:11]=2[CH:12]=[C:22]([C:21]2[NH:17][CH:18]=[N:19][CH:20]=2)[C:23]1=[NH:24])[CH3:4]. (6) Given the reactants C([O:3][C:4](=[O:30])[C:5]1[CH:10]=[CH:9][C:8]([C:11]#[C:12][C:13]2[CH:14]=[C:15]3[C:20](=[C:21]([CH:23]4[CH2:25][CH2:24]4)[CH:22]=2)[O:19][C:18]([CH3:27])([CH3:26])[CH2:17][C:16]3([CH3:29])[CH3:28])=[CH:7][CH:6]=1)C.CO.[OH-].[Na+].O, predict the reaction product. The product is: [CH:23]1([C:21]2[CH:22]=[C:13]([C:12]#[C:11][C:8]3[CH:7]=[CH:6][C:5]([C:4]([OH:30])=[O:3])=[CH:10][CH:9]=3)[CH:14]=[C:15]3[C:20]=2[O:19][C:18]([CH3:26])([CH3:27])[CH2:17][C:16]3([CH3:29])[CH3:28])[CH2:24][CH2:25]1.